Dataset: Peptide-MHC class I binding affinity with 185,985 pairs from IEDB/IMGT. Task: Regression. Given a peptide amino acid sequence and an MHC pseudo amino acid sequence, predict their binding affinity value. This is MHC class I binding data. (1) The peptide sequence is MPYNILDRI. The MHC is HLA-B53:01 with pseudo-sequence HLA-B53:01. The binding affinity (normalized) is 1.00. (2) The binding affinity (normalized) is 0.552. The MHC is HLA-A02:17 with pseudo-sequence HLA-A02:17. The peptide sequence is ALLGAMTAGI.